From a dataset of Experimentally validated miRNA-target interactions with 360,000+ pairs, plus equal number of negative samples. Binary Classification. Given a miRNA mature sequence and a target amino acid sequence, predict their likelihood of interaction. (1) The miRNA is hsa-miR-4468 with sequence AGAGCAGAAGGAUGAGAU. The protein sequence of the target gene is MGTALDIKIKRANKVYHAGEVLSGVVVISSKDSVQHQGVSLTMEGTVNLQLSAKSVGVFEAFYNSVKPIQIINSTIEMVKPGKFPSGKTEIPFEFPLHLKGNKVLYETYHGVFVNIQYTLRCDMKRSLLAKDLTKTCEFIVHSAPQKGKFTPSPVDFTITPETLQNVKERALLPKFLLRGHLNSTNCVITQPLTGELVVESSEAAIRSVELQLVRVETCGCAEGYARDATEIQNIQIADGDVCRGLSVPIYMVFPRLFTCPTLETTNFKVEFEVNIVVLLHPDHLITENFPLKLCRI. Result: 0 (no interaction). (2) The miRNA is hsa-miR-548ae-5p with sequence AAAAGUAAUUGUGGUUUUUG. The protein sequence of the target gene is MFLSILVALCLWLHLALGVRGAPCEAVRIPMCRHMPWNITRMPNHLHHSTQENAILAIEQYEELVDVNCSAVLRFFLCAMYAPICTLEFLHDPIKPCKSVCQRARDDCEPLMKMYNHSWPESLACDELPVYDRGVCISPEAIVTDLPEDVKWIDITPDMMVQERPLDVDCKRLSPDRCKCKKVKPTLATYLSKNYSYVIHAKIKAVQRSGCNEVTTVVDVKEIFKSSSPIPRTQVPLITNSSCQCPHILPHQDVLIMCYEWRSRMMLLENCLVEKWRDQLSKRSIQWEERLQEQRRTVQD.... Result: 0 (no interaction). (3) The miRNA is cel-miR-357-3p with sequence AAAUGCCAGUCGUUGCAGGAGU. The protein sequence of the target gene is MAPVGVEKKLLLGPNGPAVAAAGDLTSEEEEGQSLWSSILSEVSTRARSKLPSGKNILVFGEDGSGKTTLMTKLQGAEHGKKGRGLEYLYLSVHDEDRDDHTRCNVWILDGDLYHKGLLKFAVSAESLRETLVIFVADMSRPWTIMESLQKWASVLREHIDKMKIPPEEMRDLERKFMKEFQDYIEPEEGCQGSPQRRGPLTSGSDEDSVALPLGDNVLTHNLGIPVLVVCTKCDAMSVLEKEHDYRDEHLDFIQAHLRRFCLQYGAALIYTSVKEEKNLDLLYKYIVHKTYGFHFTIPA.... Result: 0 (no interaction). (4) The miRNA is mmu-miR-10b-5p with sequence UACCCUGUAGAACCGAAUUUGUG. The protein sequence of the target gene is MAQSPVSAEVIHQVEECLDEDEKEMMLFLCRDVTENLAAPNVRDLLDSLSERGQLSFATLAELLYRVRRFDLLKRILKTDKATVEDHLRRNPHLVSDYRVLLMEIGESLDQNDVSSLVFLTRDYTGRGKIAKDKSFLDLVIELEKLNLIASDQLNLLEKCLKNIHRIDLNTKIQKYTQSSQGARSNMNTLQASLPKLSIKYNSRLQNGRSKEPRFVEYRDSQRTLVKTSIQESGAFLPPHIREETYRMQSKPLGICLIIDCIGNDTKYLQETFTSLGYHIQLFLFPKSHDITQIVRRYAS.... Result: 1 (interaction). (5) The miRNA is hsa-miR-6504-3p with sequence CAUUACAGCACAGCCAUUCU. The protein sequence of the target gene is MHVMNCVSLVSDKENGNIATAPGFMIGQTPPPAPPPPPPPPPPSPPCSCSREECPSSPPPPPPPPLPGEPPIPPPPPGLPPTTHMNGYSHLGKKKRMRSFFWKTIPEEQVRGKTNIWTLAARQEHHYQIDTKTIEELFGQQEDTTKSSLPRRGRTLNSSFREAREEITILDAKRSMNIGIFLKQFKKSPRSIVEDIHQGKSEHYGSETLREFLKFLPESEEVKKLKAFSGDVSKLSLADSFLYGLIQVPNYSLRIEAMVLKKEFLPSCSSLYTDITVLRTAIKELMSCEELHSILHLVLQ.... Result: 1 (interaction).